Regression. Given a peptide amino acid sequence and an MHC pseudo amino acid sequence, predict their binding affinity value. This is MHC class I binding data. From a dataset of Peptide-MHC class I binding affinity with 185,985 pairs from IEDB/IMGT. (1) The peptide sequence is LAFSYMDDVVL. The MHC is Patr-B0101 with pseudo-sequence Patr-B0101. The binding affinity (normalized) is 0.499. (2) The peptide sequence is AEIEDLIFLA. The MHC is HLA-B40:01 with pseudo-sequence HLA-B40:01. The binding affinity (normalized) is 0.512. (3) The peptide sequence is QTPGVKIAP. The MHC is HLA-A69:01 with pseudo-sequence HLA-A69:01. The binding affinity (normalized) is 0.0847. (4) The peptide sequence is ILMNFHQKK. The MHC is HLA-A03:01 with pseudo-sequence HLA-A03:01. The binding affinity (normalized) is 0.381. (5) The peptide sequence is KRWIILGLNK. The MHC is HLA-B42:01 with pseudo-sequence HLA-B42:01. The binding affinity (normalized) is 0.172.